From a dataset of Forward reaction prediction with 1.9M reactions from USPTO patents (1976-2016). Predict the product of the given reaction. (1) Given the reactants Br[C:2]1[CH:7]=[CH:6][C:5]([Br:8])=[CH:4][N:3]=1.[OH:9][CH2:10][CH:11]1[CH2:15][N:14]([CH3:16])[C:13](=[O:17])[CH2:12]1, predict the reaction product. The product is: [Br:8][C:5]1[CH:6]=[CH:7][C:2]([O:9][CH2:10][CH:11]2[CH2:15][N:14]([CH3:16])[C:13](=[O:17])[CH2:12]2)=[N:3][CH:4]=1. (2) The product is: [F:1][C:2]1[CH:10]=[CH:9][CH:8]=[C:7]2[C:3]=1[C:4](=[O:6])[N:15]([C:16]1[CH:17]=[N:18][CH:19]=[CH:20][CH:21]=1)[C:12]([CH3:13])=[CH:11]2. Given the reactants [F:1][C:2]1[CH:10]=[CH:9][CH:8]=[C:7]([CH2:11][C:12](=O)[CH3:13])[C:3]=1[C:4]([OH:6])=O.[NH2:15][C:16]1[CH:17]=[N:18][CH:19]=[CH:20][CH:21]=1.O, predict the reaction product. (3) Given the reactants Br[C:2]1[CH:9]=[CH:8][CH:7]=[CH:6][C:3]=1[CH:4]=O.CN(C=O)C, predict the reaction product. The product is: [C:3]1([C:4]2[CH:8]=[CH:9][CH:2]=[CH:3][CH:4]=2)[CH:6]=[CH:7][CH:8]=[CH:9][CH:2]=1. (4) Given the reactants [Cl:1][C:2]1[C:13]2[C:14]3[C:5]([CH2:6][CH2:7][N:8]([CH:15]4[CH2:20][CH2:19][C:18](=O)[CH2:17][CH2:16]4)[C:9]=3[CH:10]=[CH:11][CH:12]=2)=[CH:4][N:3]=1.[CH3:22][O:23][C:24]1[CH:31]=[CH:30][C:27]([CH2:28][NH2:29])=[CH:26][CH:25]=1, predict the reaction product. The product is: [CH3:22][O:23][C:24]1[CH:31]=[CH:30][C:27]([CH2:28][NH:29][CH:18]2[CH2:17][CH2:16][CH:15]([N:8]3[C:9]4=[C:14]5[C:13](=[CH:12][CH:11]=[CH:10]4)[C:2]([Cl:1])=[N:3][CH:4]=[C:5]5[CH2:6][CH2:7]3)[CH2:20][CH2:19]2)=[CH:26][CH:25]=1. (5) Given the reactants [Cl-].[CH3:2][O:3][CH2:4][P+](C1C=CC=CC=1)(C1C=CC=CC=1)C1C=CC=CC=1.CC(C)([O-])C.[K+].C(OC([N:37]1[C:45]2[C:40](=[CH:41][C:42]([CH:46]=O)=[CH:43][CH:44]=2)[CH:39]=[C:38]1[C:48]1[C:49](=[O:58])[NH:50][C:51]2[C:56]([CH:57]=1)=[CH:55][CH:54]=[CH:53][CH:52]=2)=O)(C)(C)C, predict the reaction product. The product is: [CH3:2][O:3][CH:4]=[CH:46][C:42]1[CH:41]=[C:40]2[C:45](=[CH:44][CH:43]=1)[NH:37][C:38]([C:48]1[C:49](=[O:58])[NH:50][C:51]3[C:56]([CH:57]=1)=[CH:55][CH:54]=[CH:53][CH:52]=3)=[CH:39]2.